Dataset: Catalyst prediction with 721,799 reactions and 888 catalyst types from USPTO. Task: Predict which catalyst facilitates the given reaction. (1) Reactant: C(OC([N:8]1[CH2:15][CH:14]2[N:16]([C:17](=[O:31])[CH2:18][O:19][C:20]3[CH:25]=[CH:24][C:23]([Cl:26])=[CH:22][C:21]=3[NH:27][C:28](=[O:30])[CH3:29])[CH:10]([CH2:11][N:12]([CH2:32][C:33]3[CH:38]=[CH:37][C:36]([F:39])=[CH:35][CH:34]=3)[CH2:13]2)[CH2:9]1)=O)(C)(C)C. Product: [Cl:26][C:23]1[CH:24]=[CH:25][C:20]([O:19][CH2:18][C:17]([N:16]2[CH:10]3[CH2:9][NH:8][CH2:15][CH:14]2[CH2:13][N:12]([CH2:32][C:33]2[CH:34]=[CH:35][C:36]([F:39])=[CH:37][CH:38]=2)[CH2:11]3)=[O:31])=[C:21]([NH:27][C:28](=[O:30])[CH3:29])[CH:22]=1. The catalyst class is: 14. (2) Reactant: [CH3:1][O:2][C:3]1[CH:8]=[CH:7][N:6]2[N:9]=[C:10]([C:22]3[CH:27]=[CH:26][CH:25]=[CH:24][CH:23]=3)[C:11]([C:12]3[CH:13]=[CH:14][C:15](=[O:21])[N:16]([CH:18]([CH3:20])[CH3:19])[N:17]=3)=[C:5]2[CH:4]=1.[BrH:28].[NH+]1C=CC=CC=1. Product: [Br:28][C:4]1[C:5]2[N:6]([N:9]=[C:10]([C:22]3[CH:27]=[CH:26][CH:25]=[CH:24][CH:23]=3)[C:11]=2[C:12]2[CH:13]=[CH:14][C:15](=[O:21])[N:16]([CH:18]([CH3:20])[CH3:19])[N:17]=2)[CH:7]=[CH:8][C:3]=1[O:2][CH3:1]. The catalyst class is: 52. (3) Reactant: Br[C:2]1[N:7]2[N:8]=[C:9]([C:11]3[CH:16]=[CH:15][C:14]([C:17]([CH3:20])([CH3:19])[CH3:18])=[CH:13][CH:12]=3)[N:10]=[C:6]2[CH:5]=[CH:4][CH:3]=1.[NH:21]1[CH2:26][CH2:25][NH:24][CH2:23][CH2:22]1. Product: [C:17]([C:14]1[CH:15]=[CH:16][C:11]([C:9]2[N:10]=[C:6]3[CH:5]=[CH:4][CH:3]=[C:2]([N:21]4[CH2:26][CH2:25][NH:24][CH2:23][CH2:22]4)[N:7]3[N:8]=2)=[CH:12][CH:13]=1)([CH3:20])([CH3:19])[CH3:18]. The catalyst class is: 829.